Regression/Classification. Given a drug SMILES string, predict its toxicity properties. Task type varies by dataset: regression for continuous values (e.g., LD50, hERG inhibition percentage) or binary classification for toxic/non-toxic outcomes (e.g., AMES mutagenicity, cardiotoxicity, hepatotoxicity). Dataset: herg_karim. From a dataset of hERG potassium channel inhibition data for cardiac toxicity prediction from Karim et al.. (1) The drug is Cn1c(SCCCN2CC[C@]3(C[C@@H]3c3ccc(C(F)(F)F)cc3)C2)nnc1-c1cccnc1. The result is 1 (blocker). (2) The result is 0 (non-blocker). The drug is Cc1ccc(C(N)=O)cc1Nc1nccc(-c2cn(C(C)C)c3cnccc23)n1. (3) The drug is CCOC[C@@H](CC(C)C)NC(=O)[C@@H]1CNC[C@H](C(=O)N(c2ccc(C(C)C)cn2)C2CC2)[C@@H]1O.Cl. The result is 0 (non-blocker). (4) The result is 0 (non-blocker). The compound is CCCCCCCC[N+](C)(C)C. (5) The compound is CC(=O)NC1CCC(C(C)C(N)C(=O)N2CCC(F)C2)CC1. The result is 0 (non-blocker).